From a dataset of Reaction yield outcomes from USPTO patents with 853,638 reactions. Predict the reaction yield, written as a fraction of the theoretical maximum amount of product (1.0 means a 100% yield; for example, 0.34 means a 34% yield). (1) The reactants are [NH2:1][C@@H:2]([CH2:6][C:7]1[CH:12]=[CH:11][CH:10]=[CH:9][CH:8]=1)[C:3]([OH:5])=[O:4].S(=O)(=O)(O)O.II.[I:20]([O-])(=O)=O.[Na+]. The catalyst is C(O)(=O)C. The product is [NH2:1][C@@H:2]([CH2:6][C:7]1[CH:12]=[CH:11][C:10]([I:20])=[CH:9][CH:8]=1)[C:3]([OH:5])=[O:4]. The yield is 1.00. (2) The reactants are [F:1][C:2]1[C:3]([I:12])=[C:4]2[NH:10][N:9]=[C:8](N)[C:5]2=[N:6][CH:7]=1.CN(C=O)C.N(OC(C)(C)C)=O.I. The catalyst is O. The product is [F:1][C:2]1[C:3]([I:12])=[C:4]2[NH:10][N:9]=[CH:8][C:5]2=[N:6][CH:7]=1. The yield is 0.117. (3) The reactants are O.[NH2:2][NH2:3].[F:4][C:5]1[CH:10]=[CH:9][C:8]([CH2:11][C:12]([C:14]2[C:15]([C:20](OC)=[O:21])=[CH:16][NH:17][C:18]=2[CH3:19])=O)=[CH:7][C:6]=1[C:24]([N:26]1[CH2:31][CH2:30][CH:29]([O:32][CH3:33])[CH2:28][CH2:27]1)=[O:25]. The catalyst is C(O)(=O)C. The product is [F:4][C:5]1[CH:10]=[CH:9][C:8]([CH2:11][C:12]2[C:14]3[C:15](=[CH:16][NH:17][C:18]=3[CH3:19])[C:20](=[O:21])[NH:2][N:3]=2)=[CH:7][C:6]=1[C:24]([N:26]1[CH2:27][CH2:28][CH:29]([O:32][CH3:33])[CH2:30][CH2:31]1)=[O:25]. The yield is 0.196. (4) The reactants are [F:1][C:2]1[C:10]([O:11]C)=[CH:9][CH:8]=[C:7]2[C:3]=1[CH:4]=[C:5]([CH3:13])[NH:6]2.B(Br)(Br)Br. The catalyst is C(Cl)Cl. The product is [F:1][C:2]1[C:10]([OH:11])=[CH:9][CH:8]=[C:7]2[C:3]=1[CH:4]=[C:5]([CH3:13])[NH:6]2. The yield is 0.700. (5) The reactants are [Li+].C[Si]([N-][Si](C)(C)C)(C)C.[Br:11][C:12]1[CH:17]=[CH:16][C:15]([NH:18][C:19]2[C:39]([CH:40]3[CH2:42][CH2:41]3)=[CH:38][C:22]3[C:23]([C:33]([O:35][CH2:36][CH3:37])=[O:34])=[C:24]([C:26]4[CH:31]=[CH:30][C:29]([Cl:32])=[CH:28][CH:27]=4)[O:25][C:21]=3[CH:20]=2)=[CH:14][C:13]=1[Cl:43].[CH3:44][S:45](Cl)(=[O:47])=[O:46].O. The catalyst is C1COCC1.CCOC(C)=O. The product is [Br:11][C:12]1[CH:17]=[CH:16][C:15]([N:18]([C:19]2[C:39]([CH:40]3[CH2:42][CH2:41]3)=[CH:38][C:22]3[C:23]([C:33]([O:35][CH2:36][CH3:37])=[O:34])=[C:24]([C:26]4[CH:31]=[CH:30][C:29]([Cl:32])=[CH:28][CH:27]=4)[O:25][C:21]=3[CH:20]=2)[S:45]([CH3:44])(=[O:47])=[O:46])=[CH:14][C:13]=1[Cl:43]. The yield is 0.490. (6) The reactants are [CH2:1]([N:8]1[C:12]([NH2:13])=[CH:11][N:10]=[N:9]1)[C:2]1[CH:7]=[CH:6][CH:5]=[CH:4][CH:3]=1.C(P(C(C)(C)C)C1C=CC=CC=1C1C(C(C)C)=CC(C(C)C)=CC=1C(C)C)(C)(C)C.CC(C)([O-])C.[Na+].C([O:52][C:53]([CH:55]1[CH2:58][C:57](=[CH:59][C:60]2[CH:65]=[C:64]([Cl:66])[CH:63]=[CH:62][C:61]=2Br)[CH2:56]1)=[O:54])C. The catalyst is [Pd+2].CC(O)(C)C. The product is [CH2:1]([N:8]1[C:12]([NH:13][C:61]2[CH:62]=[CH:63][C:64]([Cl:66])=[CH:65][C:60]=2[CH:59]=[C:57]2[CH2:56][CH:55]([C:53]([OH:54])=[O:52])[CH2:58]2)=[CH:11][N:10]=[N:9]1)[C:2]1[CH:7]=[CH:6][CH:5]=[CH:4][CH:3]=1. The yield is 0.760. (7) The reactants are Cl[CH2:2][C:3]1[C:4]([S:9][CH2:10][CH:11]2[CH2:13][CH2:12]2)=[N:5][CH:6]=[CH:7][CH:8]=1.C([O:16][C:17](=[O:28])[CH2:18][CH2:19][C:20]1[CH:25]=[CH:24][C:23]([OH:26])=[C:22]([F:27])[CH:21]=1)C. No catalyst specified. The product is [CH:11]1([CH2:10][S:9][C:4]2[C:3]([CH2:2][O:26][C:23]3[CH:24]=[CH:25][C:20]([CH2:19][CH2:18][C:17]([OH:28])=[O:16])=[CH:21][C:22]=3[F:27])=[CH:8][CH:7]=[CH:6][N:5]=2)[CH2:13][CH2:12]1. The yield is 0.860. (8) The reactants are Cl.[Br:2][C:3]1[CH:4]=[C:5]([NH:9]N)[CH:6]=[CH:7][CH:8]=1.C([O-])(=O)C.[Na+].[C:16]([C:18]1C(=O)C(Cl)=C(Cl)C(=O)C=1C#N)#[N:17].[CH2:30]1[CH2:35][CH2:34][CH2:33][CH2:32][CH2:31]1.CCOC(C)=O. No catalyst specified. The product is [Br:2][C:3]1[CH:8]=[CH:7][CH:6]=[C:5]2[C:4]=1[C:30]1[C:35]([NH:9]2)=[C:34]2[NH:17][CH:16]=[CH:18][C:33]2=[CH:32][CH:31]=1. The yield is 0.450. (9) The reactants are [I:1][C:2]1[N:3]=[CH:4][NH:5][CH:6]=1.C([O-])([O-])=O.[Cs+].[Cs+].[CH3:13][C:14]1([CH3:17])[CH2:16][O:15]1. No catalyst specified. The product is [I:1][C:2]1[N:3]=[CH:4][N:5]([CH2:13][C:14]([CH3:17])([OH:15])[CH3:16])[CH:6]=1. The yield is 0.710.